This data is from Catalyst prediction with 721,799 reactions and 888 catalyst types from USPTO. The task is: Predict which catalyst facilitates the given reaction. (1) Reactant: [CH3:1][O:2][C:3](=[O:20])[CH2:4][N:5]1[C:13](=[O:14])[C:12]2[C:7](=[CH:8][C:9]([N+:16]([O-:18])=[O:17])=[C:10]([O-:15])[CH:11]=2)[C:6]1=[O:19].[K+].S(OC)(O[CH3:26])(=O)=O. Product: [CH3:26][O:15][C:10]1[CH:11]=[C:12]2[C:7](=[CH:8][C:9]=1[N+:16]([O-:18])=[O:17])[C:6](=[O:19])[N:5]([CH2:4][C:3]([O:2][CH3:1])=[O:20])[C:13]2=[O:14]. The catalyst class is: 3. (2) The catalyst class is: 11. Reactant: [C:1]([NH2:6])(=O)[CH:2]([CH3:4])[CH3:3].[N+:7]([C:10]1[CH:11]=[C:12]([NH2:19])[C:13](=[CH:17][CH:18]=1)[C:14]([OH:16])=O)([O-:9])=[O:8].[Cl:20][C:21]1[CH:27]=[CH:26][C:24](N)=[CH:23][CH:22]=1.P(Cl)(Cl)Cl. Product: [CH:21]([O:8][CH:2]([CH3:3])[CH3:4])([CH3:27])[CH3:22].[Cl:20][C:21]1[CH:27]=[CH:26][C:24]([N:6]2[C:14](=[O:16])[C:13]3[C:12](=[CH:11][C:10]([N+:7]([O-:9])=[O:8])=[CH:18][CH:17]=3)[N:19]=[C:1]2[CH:2]([CH3:4])[CH3:3])=[CH:23][CH:22]=1. (3) Reactant: [NH2:1][C:2]1[CH:11]=[C:10]2[C:5]([C:6]([CH3:13])=[CH:7][C:8](=[O:12])[O:9]2)=[CH:4][CH:3]=1.[C:14](Cl)(Cl)=[O:15]. Product: [N:1]([C:2]1[CH:11]=[C:10]2[C:5]([C:6]([CH3:13])=[CH:7][C:8](=[O:12])[O:9]2)=[CH:4][CH:3]=1)=[C:14]=[O:15]. The catalyst class is: 11. (4) Reactant: C([O:3][C:4](=[O:33])[C:5]1[CH:10]=[CH:9][CH:8]=[C:7]([N:11]2[C:15](C)=[CH:14][CH:13]=[C:12]2[C:17]2[CH:22]=[CH:21][CH:20]=[CH:19][C:18]=2[O:23][CH2:24][C:25]2[CH:30]=[CH:29][C:28]([O:31][CH3:32])=[CH:27][CH:26]=2)[CH:6]=1)C.[OH-].[Na+]. Product: [CH3:32][O:31][C:28]1[CH:27]=[CH:26][C:25]([CH2:24][O:23][C:18]2[CH:19]=[CH:20][CH:21]=[CH:22][C:17]=2[C:12]2[N:11]([C:7]3[CH:6]=[C:5]([CH:10]=[CH:9][CH:8]=3)[C:4]([OH:33])=[O:3])[CH:15]=[CH:14][CH:13]=2)=[CH:30][CH:29]=1. The catalyst class is: 14. (5) Reactant: [CH3:1][CH:2]1[CH2:8][C:7]2[CH:9]=[C:10]3[O:15][CH2:14][O:13][C:11]3=[CH:12][C:6]=2[C:5]([C:16]2[CH:21]=[CH:20][C:19]([N+:22]([O-:24])=[O:23])=[CH:18][CH:17]=2)=[N:4][N:3]1[C:25](=[S:27])[NH2:26].CN(C)C=O.C([O:35][C:36](=O)[C:37](Br)([CH3:39])[CH3:38])C. Product: [CH3:38][C:37]1([CH3:39])[S:27][C:25]([N:3]2[C:2]([CH3:1])=[CH:8][C:7]3[CH:9]=[C:10]4[O:15][CH2:14][O:13][C:11]4=[CH:12][C:6]=3[C:5]([C:16]3[CH:17]=[CH:18][C:19]([N+:22]([O-:24])=[O:23])=[CH:20][CH:21]=3)=[N:4]2)=[N:26][C:36]1=[O:35]. The catalyst class is: 6. (6) Reactant: [CH:1](=[N:8][NH:9][CH:10]([CH3:12])[CH3:11])[C:2]1[CH:7]=[CH:6][CH:5]=[CH:4][CH:3]=1.C([Li])CCC.C(=O)=O.C(O[CH:24]=[C:25]([C:28]#[N:29])[C:26]#[N:27])C. Product: [CH:1](=[N:8][N:9]([CH:24]=[C:25]([C:28]#[N:29])[C:26]#[N:27])[CH:10]([CH3:12])[CH3:11])[C:2]1[CH:7]=[CH:6][CH:5]=[CH:4][CH:3]=1. The catalyst class is: 1.